This data is from Reaction yield outcomes from USPTO patents with 853,638 reactions. The task is: Predict the reaction yield, written as a fraction of the theoretical maximum amount of product (1.0 means a 100% yield; for example, 0.34 means a 34% yield). (1) The reactants are C([O:8][NH:9][CH2:10][CH2:11][C:12]([O:14][C:15]([CH3:18])([CH3:17])[CH3:16])=[O:13])C1C=CC=CC=1. The catalyst is CO.[Pd]. The product is [OH:8][NH:9][CH2:10][CH2:11][C:12]([O:14][C:15]([CH3:18])([CH3:17])[CH3:16])=[O:13]. The yield is 0.870. (2) The reactants are [Br:1][C:2]1[CH:3]=[CH:4][C:5]([O:16][CH2:17][CH2:18][CH3:19])=[C:6]([C:8]2[CH:13]=[C:12]([Cl:14])[N:11]=[C:10]([NH2:15])[N:9]=2)[CH:7]=1.N[C:21]1N=C(C2C=C(Br)C=CC=2O)C=C(Cl)N=1. The catalyst is C(O)CCC. The product is [Br:1][C:2]1[CH:3]=[CH:4][C:5]([O:16][CH2:17][CH2:18][CH2:19][CH3:21])=[C:6]([C:8]2[CH:13]=[C:12]([Cl:14])[N:11]=[C:10]([NH2:15])[N:9]=2)[CH:7]=1. The yield is 0.510.